From a dataset of NCI-60 drug combinations with 297,098 pairs across 59 cell lines. Regression. Given two drug SMILES strings and cell line genomic features, predict the synergy score measuring deviation from expected non-interaction effect. (1) Drug 1: CCCCC(=O)OCC(=O)C1(CC(C2=C(C1)C(=C3C(=C2O)C(=O)C4=C(C3=O)C=CC=C4OC)O)OC5CC(C(C(O5)C)O)NC(=O)C(F)(F)F)O. Drug 2: C1CNP(=O)(OC1)N(CCCl)CCCl. Cell line: UACC-257. Synergy scores: CSS=39.5, Synergy_ZIP=-9.75, Synergy_Bliss=-15.1, Synergy_Loewe=-48.9, Synergy_HSA=-15.0. (2) Drug 1: CS(=O)(=O)C1=CC(=C(C=C1)C(=O)NC2=CC(=C(C=C2)Cl)C3=CC=CC=N3)Cl. Drug 2: CCC1(CC2CC(C3=C(CCN(C2)C1)C4=CC=CC=C4N3)(C5=C(C=C6C(=C5)C78CCN9C7C(C=CC9)(C(C(C8N6C)(C(=O)OC)O)OC(=O)C)CC)OC)C(=O)OC)O.OS(=O)(=O)O. Cell line: PC-3. Synergy scores: CSS=49.3, Synergy_ZIP=13.8, Synergy_Bliss=14.7, Synergy_Loewe=-13.5, Synergy_HSA=14.1. (3) Drug 1: C1CCN(CC1)CCOC2=CC=C(C=C2)C(=O)C3=C(SC4=C3C=CC(=C4)O)C5=CC=C(C=C5)O. Drug 2: COC1=C2C(=CC3=C1OC=C3)C=CC(=O)O2. Cell line: NCI/ADR-RES. Synergy scores: CSS=1.37, Synergy_ZIP=0.0574, Synergy_Bliss=-2.78, Synergy_Loewe=-2.68, Synergy_HSA=-4.01. (4) Drug 1: CN(C)C1=NC(=NC(=N1)N(C)C)N(C)C. Drug 2: C1=CC(=CC=C1C#N)C(C2=CC=C(C=C2)C#N)N3C=NC=N3. Cell line: OVCAR-5. Synergy scores: CSS=-3.21, Synergy_ZIP=1.35, Synergy_Bliss=1.31, Synergy_Loewe=-2.12, Synergy_HSA=-2.67. (5) Drug 1: CC1OCC2C(O1)C(C(C(O2)OC3C4COC(=O)C4C(C5=CC6=C(C=C35)OCO6)C7=CC(=C(C(=C7)OC)O)OC)O)O. Drug 2: B(C(CC(C)C)NC(=O)C(CC1=CC=CC=C1)NC(=O)C2=NC=CN=C2)(O)O. Cell line: SF-268. Synergy scores: CSS=10.2, Synergy_ZIP=-8.49, Synergy_Bliss=-1.68, Synergy_Loewe=-4.70, Synergy_HSA=-4.65. (6) Drug 1: CC1=C2C(C(=O)C3(C(CC4C(C3C(C(C2(C)C)(CC1OC(=O)C(C(C5=CC=CC=C5)NC(=O)OC(C)(C)C)O)O)OC(=O)C6=CC=CC=C6)(CO4)OC(=O)C)OC)C)OC. Drug 2: C1CC(C1)(C(=O)O)C(=O)O.[NH2-].[NH2-].[Pt+2]. Cell line: PC-3. Synergy scores: CSS=52.7, Synergy_ZIP=3.85, Synergy_Bliss=5.76, Synergy_Loewe=8.60, Synergy_HSA=10.7. (7) Drug 1: CCC1(CC2CC(C3=C(CCN(C2)C1)C4=CC=CC=C4N3)(C5=C(C=C6C(=C5)C78CCN9C7C(C=CC9)(C(C(C8N6C=O)(C(=O)OC)O)OC(=O)C)CC)OC)C(=O)OC)O.OS(=O)(=O)O. Cell line: HCC-2998. Drug 2: C(CCl)NC(=O)N(CCCl)N=O. Synergy scores: CSS=-3.76, Synergy_ZIP=-3.49, Synergy_Bliss=-9.24, Synergy_Loewe=-14.6, Synergy_HSA=-10.5. (8) Drug 1: CS(=O)(=O)CCNCC1=CC=C(O1)C2=CC3=C(C=C2)N=CN=C3NC4=CC(=C(C=C4)OCC5=CC(=CC=C5)F)Cl. Drug 2: CCC1(CC2CC(C3=C(CCN(C2)C1)C4=CC=CC=C4N3)(C5=C(C=C6C(=C5)C78CCN9C7C(C=CC9)(C(C(C8N6C)(C(=O)OC)O)OC(=O)C)CC)OC)C(=O)OC)O.OS(=O)(=O)O. Cell line: HOP-92. Synergy scores: CSS=2.22, Synergy_ZIP=4.12, Synergy_Bliss=8.23, Synergy_Loewe=1.78, Synergy_HSA=1.52.